The task is: Predict which catalyst facilitates the given reaction.. This data is from Catalyst prediction with 721,799 reactions and 888 catalyst types from USPTO. Reactant: Br[C:2]1[CH:3]=[C:4]2[C:8](=[C:9]([C:11]([NH2:13])=[O:12])[CH:10]=1)[NH:7][CH:6]=[C:5]2[CH:14]1[CH2:19][CH2:18][S:17](=[O:21])(=[O:20])[CH2:16][CH2:15]1.CC1(C)C(C)(C)OB([C:30]2[CH:31]=[C:32]([CH:35]=O)[S:33][CH:34]=2)O1.C([O-])([O-])=O.[K+].[K+]. Product: [O:20]=[S:17]1(=[O:21])[CH2:18][CH2:19][CH:14]([C:5]2[C:4]3[C:8](=[C:9]([C:11]([NH2:13])=[O:12])[CH:10]=[C:2]([C:30]4[CH:31]=[C:32]([CH2:35][N:7]([CH3:6])[CH:8]([CH3:9])[CH3:4])[S:33][CH:34]=4)[CH:3]=3)[NH:7][CH:6]=2)[CH2:15][CH2:16]1. The catalyst class is: 70.